From a dataset of Reaction yield outcomes from USPTO patents with 853,638 reactions. Predict the reaction yield, written as a fraction of the theoretical maximum amount of product (1.0 means a 100% yield; for example, 0.34 means a 34% yield). (1) The reactants are [Cl:1][C:2]1[CH:10]=[C:9](I)[C:5]2[O:6][CH2:7][O:8][C:4]=2[C:3]=1[NH:12][C:13]1[C:22]2[C:17](=[CH:18][C:19]([O:25][CH2:26][CH2:27][CH2:28][N:29]3[CH2:34][CH2:33][O:32][CH2:31][CH2:30]3)=[C:20]([O:23][CH3:24])[CH:21]=2)[N:16]=[CH:15][N:14]=1.[CH2:35]([O:38][CH2:39][CH:40]1[CH2:44][CH2:43][CH2:42][CH2:41]1)[C:36]#[CH:37].C(NC(C)C)(C)C. The catalyst is C(OCC)(=O)C.[Cu]I.C1C=CC(P(C2C=CC=CC=2)C2C=CC=CC=2)=CC=1.C1C=CC(P(C2C=CC=CC=2)C2C=CC=CC=2)=CC=1.Cl[Pd]Cl. The product is [Cl:1][C:2]1[CH:10]=[C:9]([C:37]#[C:36][CH2:35][O:38][CH2:39][CH:40]2[CH2:44][CH2:43][CH2:42][CH2:41]2)[C:5]2[O:6][CH2:7][O:8][C:4]=2[C:3]=1[NH:12][C:13]1[C:22]2[C:17](=[CH:18][C:19]([O:25][CH2:26][CH2:27][CH2:28][N:29]3[CH2:34][CH2:33][O:32][CH2:31][CH2:30]3)=[C:20]([O:23][CH3:24])[CH:21]=2)[N:16]=[CH:15][N:14]=1. The yield is 0.900. (2) The reactants are C(N)CCC.[BH4-].[Na+].[CH:8]#[C:9][CH2:10][CH2:11][CH2:12][CH2:13][CH2:14][CH2:15][CH2:16][CH3:17].Br[C:19]#[C:20][CH2:21][CH2:22][CH2:23][CH3:24]. The catalyst is O.CCCCCC.CO. The product is [CH3:8][CH2:9][CH2:10][CH2:11][C:12]#[C:13][C:14]#[C:15][CH2:16][CH2:17][CH2:19][CH2:20][CH2:21][CH2:22][CH2:23][CH3:24]. The yield is 0.714.